This data is from Reaction yield outcomes from USPTO patents with 853,638 reactions. The task is: Predict the reaction yield, written as a fraction of the theoretical maximum amount of product (1.0 means a 100% yield; for example, 0.34 means a 34% yield). (1) The reactants are [CH2:1]([C:3]1[CH:8]=[CH:7][C:6]([C:9]2[C:13]3[C:14]([CH3:21])=[C:15]([NH2:20])[C:16]([CH3:19])=[C:17]([CH3:18])[C:12]=3[O:11][CH:10]=2)=[CH:5][CH:4]=1)[CH3:2]. The catalyst is CCCCCC. The product is [CH2:1]([C:3]1[CH:8]=[CH:7][C:6]([CH:9]2[C:13]3[C:14]([CH3:21])=[C:15]([NH2:20])[C:16]([CH3:19])=[C:17]([CH3:18])[C:12]=3[O:11][CH2:10]2)=[CH:5][CH:4]=1)[CH3:2]. The yield is 0.800. (2) The reactants are FC(F)(F)C(O)=O.[CH2:8]([S:10]([N:13]1[CH2:18][CH2:17][CH:16]([CH3:19])[CH:15]([N:20](C)[C:21](=O)OC(C)(C)C)[CH2:14]1)(=[O:12])=[O:11])[CH3:9]. The catalyst is ClCCl. The product is [CH2:8]([S:10]([N:13]1[CH2:18][CH2:17][CH:16]([CH3:19])[CH:15]([NH:20][CH3:21])[CH2:14]1)(=[O:11])=[O:12])[CH3:9]. The yield is 0.970. (3) The reactants are [NH2:1][C:2]1[S:3][CH2:4][C:5]2([C:15]3[C:10](=[CH:11][CH:12]=[C:13]([C:16]4[CH:17]=[C:18]([CH:22]=[CH:23][CH:24]=4)[C:19]([NH2:21])=O)[CH:14]=3)[O:9][CH:8]([C:25]3[CH:30]=[CH:29][CH:28]=[CH:27][CH:26]=3)[CH2:7]2)[N:6]=1.CCN(C(C)C)C(C)C.C(OC(C(F)(F)F)=O)(C(F)(F)F)=O. The catalyst is C(Cl)Cl. The product is [NH2:1][C:2]1[S:3][CH2:4][C:5]2([C:15]3[C:10](=[CH:11][CH:12]=[C:13]([C:16]4[CH:17]=[C:18]([CH:22]=[CH:23][CH:24]=4)[C:19]#[N:21])[CH:14]=3)[O:9][CH:8]([C:25]3[CH:26]=[CH:27][CH:28]=[CH:29][CH:30]=3)[CH2:7]2)[N:6]=1. The yield is 0.0800. (4) The reactants are [NH2:1][C:2]1[CH:7]=[C:6]([Cl:8])[C:5]([NH2:9])=[CH:4][C:3]=1[Cl:10].Br[C:12]1[CH:17]=[CH:16][CH:15]=[CH:14][CH:13]=1.O. The catalyst is C1(C)C=CC=CC=1.C1C=CC(/C=C/C(/C=C/C2C=CC=CC=2)=O)=CC=1.C1C=CC(/C=C/C(/C=C/C2C=CC=CC=2)=O)=CC=1.C1C=CC(/C=C/C(/C=C/C2C=CC=CC=2)=O)=CC=1.[Pd].[Pd].C1C=CC(P(C2C(C3C(P(C4C=CC=CC=4)C4C=CC=CC=4)=CC=C4C=3C=CC=C4)=C3C(C=CC=C3)=CC=2)C2C=CC=CC=2)=CC=1. The product is [C:12]1([N:1]([C:2]2[CH:7]=[CH:6][CH:5]=[CH:4][CH:3]=2)[C:2]2[CH:7]=[C:6]([Cl:8])[C:5]([NH2:9])=[CH:4][C:3]=2[Cl:10])[CH:17]=[CH:16][CH:15]=[CH:14][CH:13]=1. The yield is 0.710. (5) The reactants are Br[C:2]([CH3:13])([C:8]([O:10][CH2:11][CH3:12])=[O:9])[C:3]([O:5][CH2:6][CH3:7])=[O:4].[F-].[K+].[N+:16]([C:19]1[CH:20]=[C:21]([OH:25])[CH:22]=[CH:23][CH:24]=1)([O-:18])=[O:17]. The catalyst is CN(C=O)C.O. The product is [CH3:13][C:2]([O:25][C:21]1[CH:22]=[CH:23][CH:24]=[C:19]([N+:16]([O-:18])=[O:17])[CH:20]=1)([C:8]([O:10][CH2:11][CH3:12])=[O:9])[C:3]([O:5][CH2:6][CH3:7])=[O:4]. The yield is 0.800. (6) The yield is 0.720. The catalyst is O. The reactants are Cl[CH2:2][C:3]1[CH:24]=[CH:23][C:6]([O:7][CH2:8][C:9]2[N:10]=[C:11]([C:15]3[CH:16]=[C:17]([CH:20]=[CH:21][CH:22]=3)[C:18]#[N:19])[O:12][C:13]=2[CH3:14])=[C:5]([O:25][CH3:26])[CH:4]=1.[CH2:27]([C:29]1[S:30][CH:31]=[C:32](/[CH:34]=[CH:35]/[C:36]2[C:37]([OH:47])=[N:38][N:39]([C:41]3[CH:46]=[CH:45][CH:44]=[CH:43][CH:42]=3)[CH:40]=2)[N:33]=1)[CH3:28].C(=O)([O-])[O-].[K+].[K+].CN(C)C=O. The product is [CH2:27]([C:29]1[S:30][CH:31]=[C:32](/[CH:34]=[CH:35]/[C:36]2[C:37]([O:47][CH2:2][C:3]3[CH:24]=[CH:23][C:6]([O:7][CH2:8][C:9]4[N:10]=[C:11]([C:15]5[CH:16]=[C:17]([CH:20]=[CH:21][CH:22]=5)[C:18]#[N:19])[O:12][C:13]=4[CH3:14])=[C:5]([O:25][CH3:26])[CH:4]=3)=[N:38][N:39]([C:41]3[CH:46]=[CH:45][CH:44]=[CH:43][CH:42]=3)[CH:40]=2)[N:33]=1)[CH3:28].